Dataset: Full USPTO retrosynthesis dataset with 1.9M reactions from patents (1976-2016). Task: Predict the reactants needed to synthesize the given product. (1) Given the product [OH:24][CH:16]([CH2:17][C:18]1[CH:23]=[CH:22][CH:21]=[CH:20][CH:19]=1)[CH2:15][CH2:14][N:11]1[CH2:12][CH2:13][CH:9]([S:8][C:5]2[CH:6]=[CH:7][C:2]([OH:1])=[CH:3][CH:4]=2)[CH2:10]1, predict the reactants needed to synthesize it. The reactants are: [OH:1][C:2]1[CH:7]=[CH:6][C:5]([S:8][CH:9]2[CH2:13][CH2:12][N:11]([CH2:14][CH2:15][C:16](=[O:24])[CH2:17][C:18]3[CH:23]=[CH:22][CH:21]=[CH:20][CH:19]=3)[CH2:10]2)=[CH:4][CH:3]=1.[BH4-].[Na+].Cl.C([O-])(O)=O.[Na+]. (2) The reactants are: [CH:1]1([N:6]2[C:11]3=[N:12][C:13](S(C)=O)=[N:14][CH:15]=[C:10]3[CH2:9][N:8]([C:19]3[C:24]([F:25])=[C:23]([O:26][CH3:27])[CH:22]=[C:21]([O:28][CH3:29])[C:20]=3[F:30])[C:7]2=[O:31])[CH2:5][CH2:4][CH2:3][CH2:2]1.[NH2:32][CH:33]([CH2:36][OH:37])[CH2:34][OH:35]. Given the product [CH:1]1([N:6]2[C:11]3=[N:12][C:13]([NH:32][CH:33]([CH2:36][OH:37])[CH2:34][OH:35])=[N:14][CH:15]=[C:10]3[CH2:9][N:8]([C:19]3[C:24]([F:25])=[C:23]([O:26][CH3:27])[CH:22]=[C:21]([O:28][CH3:29])[C:20]=3[F:30])[C:7]2=[O:31])[CH2:5][CH2:4][CH2:3][CH2:2]1, predict the reactants needed to synthesize it.